From a dataset of Forward reaction prediction with 1.9M reactions from USPTO patents (1976-2016). Predict the product of the given reaction. (1) Given the reactants Cl.[CH3:2][O:3][C:4]1[N:9]=[C:8]([C:10]2[CH:11]=[C:12]([C:16]3([C:22]([OH:24])=[O:23])[CH2:21][CH2:20][O:19][CH2:18][CH2:17]3)[CH:13]=[CH:14][CH:15]=2)[CH:7]=[C:6]([NH:25][CH2:26][CH2:27][C:28]2[CH:33]=[CH:32][C:31]([O:34][C:35]([F:38])([F:37])[F:36])=[CH:30][CH:29]=2)[N:5]=1.[CH3:39]O, predict the reaction product. The product is: [CH3:39][O:23][C:22]([C:16]1([C:12]2[CH:13]=[CH:14][CH:15]=[C:10]([C:8]3[CH:7]=[C:6]([NH:25][CH2:26][CH2:27][C:28]4[CH:29]=[CH:30][C:31]([O:34][C:35]([F:37])([F:38])[F:36])=[CH:32][CH:33]=4)[N:5]=[C:4]([O:3][CH3:2])[N:9]=3)[CH:11]=2)[CH2:21][CH2:20][O:19][CH2:18][CH2:17]1)=[O:24]. (2) Given the reactants CC(C)([O-])C.[K+].C(O)(C)(C)C.[CH2:12]([O:14][C:15](=[O:20])[CH2:16][C:17](=[O:19])[CH3:18])[CH3:13].Cl[CH2:22][C:23]1[CH:28]=[CH:27][C:26]([F:29])=[CH:25][CH:24]=1, predict the reaction product. The product is: [CH2:12]([O:14][C:15](=[O:20])[CH:16]([CH2:22][C:23]1[CH:28]=[CH:27][C:26]([F:29])=[CH:25][CH:24]=1)[C:17](=[O:19])[CH3:18])[CH3:13]. (3) Given the reactants [F:1][C:2]1[CH:7]=[C:6]([CH3:8])[CH:5]=[CH:4][C:3]=1[NH:9][C:10]1[C:19]2[C:14](=[CH:15][C:16]([O:26][CH3:27])=[C:17]([N:20]3[CH2:25][CH2:24][NH:23][CH2:22][CH2:21]3)[CH:18]=2)[N:13]=[N:12][C:11]=1[C:28]([NH2:30])=[O:29].F[P-](F)(F)(F)(F)F.N1(O[P+](N2CCCC2)(N2CCCC2)N2CCCC2)C2C=CC=CC=2N=N1.[OH:64][C@H:65]([CH3:69])[C:66](O)=[O:67].C(N(C(C)C)C(C)C)C, predict the reaction product. The product is: [F:1][C:2]1[CH:7]=[C:6]([CH3:8])[CH:5]=[CH:4][C:3]=1[NH:9][C:10]1[C:19]2[C:14](=[CH:15][C:16]([O:26][CH3:27])=[C:17]([N:20]3[CH2:21][CH2:22][N:23]([C:66](=[O:67])[C@H:65]([OH:64])[CH3:69])[CH2:24][CH2:25]3)[CH:18]=2)[N:13]=[N:12][C:11]=1[C:28]([NH2:30])=[O:29]. (4) The product is: [I:1][C:2]1[CH:7]=[CH:6][CH:5]=[CH:4][C:3]=1[O:8][CH2:12][CH2:11][O:10][CH3:9]. Given the reactants [I:1][C:2]1[CH:7]=[CH:6][CH:5]=[CH:4][C:3]=1[OH:8].[CH3:9][O:10][CH2:11][CH2:12]Br.C([O-])([O-])=O.[Cs+].[Cs+], predict the reaction product. (5) Given the reactants O[CH:2]([C:22]1[CH:27]=[CH:26][CH:25]=[CH:24][CH:23]=1)[CH2:3][C:4]1[C:9]([CH2:10][CH2:11][C:12]2[CH:21]=[CH:20][C:15]([C:16]([O:18][CH3:19])=[O:17])=[CH:14][CH:13]=2)=[CH:8][CH:7]=[CH:6][N:5]=1.S(Cl)([Cl:30])=O, predict the reaction product. The product is: [Cl:30][CH:2]([C:22]1[CH:27]=[CH:26][CH:25]=[CH:24][CH:23]=1)[CH2:3][C:4]1[C:9]([CH2:10][CH2:11][C:12]2[CH:21]=[CH:20][C:15]([C:16]([O:18][CH3:19])=[O:17])=[CH:14][CH:13]=2)=[CH:8][CH:7]=[CH:6][N:5]=1.